From a dataset of Forward reaction prediction with 1.9M reactions from USPTO patents (1976-2016). Predict the product of the given reaction. (1) Given the reactants Cl.[NH2:2][NH:3][C:4]([NH2:6])=[O:5].[O:7]=[C:8]1[C:16](=O)[C:15]2[C:10](=[CH:11][CH:12]=[C:13]([S:18][CH2:19][CH2:20][CH2:21][C:22]3[CH:30]=[CH:29][C:25]([C:26]([OH:28])=[O:27])=[CH:24][CH:23]=3)[CH:14]=2)[N:9]1[CH2:31][CH2:32][CH3:33], predict the reaction product. The product is: [NH2:6][C:4]([NH:3][N:2]=[C:16]1[C:15]2[C:10](=[CH:11][CH:12]=[C:13]([S:18][CH2:19][CH2:20][CH2:21][C:22]3[CH:23]=[CH:24][C:25]([C:26]([OH:28])=[O:27])=[CH:29][CH:30]=3)[CH:14]=2)[N:9]([CH2:31][CH2:32][CH3:33])[C:8]1=[O:7])=[O:5]. (2) Given the reactants [Cl:1][CH:2]([CH2:6][CH3:7])[C:3](Cl)=[O:4].[NH2:8][C:9]1[CH:13]=[CH:12][S:11][C:10]=1[C:14]([NH:16][C:17]1[CH:22]=[CH:21][CH:20]=[CH:19][CH:18]=1)=[O:15].C(N(CC)CC)C, predict the reaction product. The product is: [Cl:1][CH:2]([CH2:6][CH3:7])[C:3]([NH:8][C:9]1[CH:13]=[CH:12][S:11][C:10]=1[C:14]([NH:16][C:17]1[CH:18]=[CH:19][CH:20]=[CH:21][CH:22]=1)=[O:15])=[O:4]. (3) Given the reactants [Cl:1][CH2:2][CH2:3][CH2:4][CH2:5][CH2:6][CH2:7][CH2:8][CH2:9][CH2:10][CH2:11][CH2:12][CH2:13][CH2:14][CH2:15][CH2:16][CH3:17].[CH2:18]([N:25]1[CH:29]=[CH:28][N:27]=[C:26]1[CH3:30])[C:19]1[CH:24]=[CH:23][CH:22]=[CH:21][CH:20]=1, predict the reaction product. The product is: [Cl-:1].[CH2:18]([N+:25]1[CH:29]=[CH:28][N:27]([CH2:2][CH2:3][CH2:4][CH2:5][CH2:6][CH2:7][CH2:8][CH2:9][CH2:10][CH2:11][CH2:12][CH2:13][CH2:14][CH2:15][CH2:16][CH3:17])[C:26]=1[CH3:30])[C:19]1[CH:20]=[CH:21][CH:22]=[CH:23][CH:24]=1. (4) Given the reactants [CH2:1]([O:3][C:4]([C:6]1[O:14][C:9]2N=[N:11][CH:12]=[CH:13][C:8]=2[C:7]=1[OH:15])=[O:5])[CH3:2].[CH2:16](OC(=O)C1C=CN=C(C)C=1Cl)[CH3:17], predict the reaction product. The product is: [CH2:1]([O:3][C:4]([C:6]1[O:14][C:9]2=[C:16]([CH3:17])[N:11]=[CH:12][CH:13]=[C:8]2[C:7]=1[OH:15])=[O:5])[CH3:2]. (5) Given the reactants C(O)C.[Na:4].[CH:5]1[CH2:9][CH:8]=[CH:7][CH:6]=1.O.[CH3:11][CH2:12][CH2:13][CH2:14][CH3:15], predict the reaction product. The product is: [Na:4].[CH2:14]([CH:15]=[C:6]1[CH:5]=[CH:9][CH:8]=[CH:7]1)[CH2:13][CH:12]=[CH2:11]. (6) Given the reactants [CH3:1][C:2](=[CH2:4])[CH3:3].[Br:5][CH2:6][C:7]1[CH:16]=[C:15]2[C:10]([CH:11]=[CH:12][CH:13]=[C:14]2[C:17]([OH:19])=[O:18])=[CH:9][CH:8]=1.S(=O)(=O)(O)O, predict the reaction product. The product is: [C:2]([O:19][C:17]([C:14]1[C:15]2[C:10](=[CH:9][CH:8]=[C:7]([CH2:6][Br:5])[CH:16]=2)[CH:11]=[CH:12][CH:13]=1)=[O:18])([CH3:3])([CH3:1])[CH3:4]. (7) Given the reactants [C:1]1([CH3:20])[CH:6]=[CH:5][C:4]([C:7]2[C:16]3[C:11](=[CH:12][CH:13]=[C:14](Br)[CH:15]=3)[C:10]([CH3:19])([CH3:18])[CH2:9][CH:8]=2)=[CH:3][CH:2]=1.[Li]C(C)(C)C.CCCCC.CN(C)[CH:33]=[O:34].C(=O)=O, predict the reaction product. The product is: [C:1]1([CH3:20])[CH:6]=[CH:5][C:4]([C:7]2[C:16]3[C:11](=[CH:12][CH:13]=[C:14]([CH:33]=[O:34])[CH:15]=3)[C:10]([CH3:19])([CH3:18])[CH2:9][CH:8]=2)=[CH:3][CH:2]=1. (8) Given the reactants [CH2:1]([O:8][C:9]([NH:11][C:12]1[CH:32]=[CH:31][C:15]([O:16][C:17]2[CH:22]=[CH:21][N:20]=[C:19]([NH:23]C(=O)OC(C)(C)C)[CH:18]=2)=[CH:14][C:13]=1[F:33])=[O:10])[C:2]1[CH:7]=[CH:6][CH:5]=[CH:4][CH:3]=1, predict the reaction product. The product is: [NH2:23][C:19]1[CH:18]=[C:17]([O:16][C:15]2[CH:31]=[CH:32][C:12]([NH:11][C:9](=[O:10])[O:8][CH2:1][C:2]3[CH:7]=[CH:6][CH:5]=[CH:4][CH:3]=3)=[C:13]([F:33])[CH:14]=2)[CH:22]=[CH:21][N:20]=1.